Dataset: Forward reaction prediction with 1.9M reactions from USPTO patents (1976-2016). Task: Predict the product of the given reaction. (1) Given the reactants [OH:1][C:2]1[CH:6]([C:7]2[CH:12]=[CH:11][CH:10]=[CH:9][CH:8]=2)[CH2:5][C:4](=[O:13])[CH:3]=1.[N:14]1[CH:18]=[C:17]([CH:19]=O)[NH:16][CH:15]=1.[NH:21]1[C:29]2[C:24](=[CH:25][CH:26]=[CH:27][CH:28]=2)[C:23]([CH2:30][CH2:31][NH:32][C:33](=[O:35])[CH3:34])=[CH:22]1, predict the reaction product. The product is: [OH:1][C:2]1[CH:6]([C:7]2[CH:12]=[CH:11][CH:10]=[CH:9][CH:8]=2)[CH2:5][C:4](=[O:13])[C:3]=1[CH:19]([C:17]1[N:16]=[CH:15][NH:14][CH:18]=1)[C:22]1[NH:21][C:29]2[C:24]([C:23]=1[CH2:30][CH2:31][NH:32][C:33](=[O:35])[CH3:34])=[CH:25][CH:26]=[CH:27][CH:28]=2. (2) Given the reactants C(=O)([O-])[O-].[Na+].[Na+].[CH3:7][C:8]1[CH:13]=[CH:12][C:11]([S:14]([O:17][C@H:18]2[CH2:22][NH:21][C@@H:20]3[C@@H:23]([OH:26])[CH2:24][O:25][C@H:19]23)(=[O:16])=[O:15])=[CH:10][CH:9]=1.Cl[C:28]([O:30][CH2:31][C:32]1[CH:37]=[CH:36][CH:35]=[CH:34][CH:33]=1)=[O:29], predict the reaction product. The product is: [OH:26][C@@H:23]1[C@H:20]2[N:21]([C:28]([O:30][CH2:31][C:32]3[CH:37]=[CH:36][CH:35]=[CH:34][CH:33]=3)=[O:29])[CH2:22][C@H:18]([O:17][S:14]([C:11]3[CH:12]=[CH:13][C:8]([CH3:7])=[CH:9][CH:10]=3)(=[O:16])=[O:15])[C@H:19]2[O:25][CH2:24]1. (3) Given the reactants Br[CH2:2][Br:3].[C:4](=[O:7])([O-])[O-:5].[Cs+].[Cs+].CN(C=O)C.Br[C:16]1[CH:17]=[C:18](O)[C:19](O)=[N:20]C=1, predict the reaction product. The product is: [Br:3][C:2]1[N:20]=[C:19]2[O:5][CH2:4][O:7][C:18]2=[CH:17][CH:16]=1. (4) Given the reactants Cl[C:2]1[CH:7]=[CH:6][C:5]([C:8]2[C:13]3=[N:14][S:15](=[O:19])(=[O:18])[CH2:16][CH2:17][N:12]3[CH:11]=[CH:10][CH:9]=2)=[CH:4][CH:3]=1.C([O-])(=O)C.[K+].[CH3:25][C:26]1([CH3:42])[C:30]([CH3:32])([CH3:31])[O:29][B:28]([B:28]2[O:29][C:30]([CH3:32])([CH3:31])[C:26]([CH3:42])([CH3:25])[O:27]2)[O:27]1.C1(P(C2CCCCC2)C2CCCCC2)CCCCC1, predict the reaction product. The product is: [CH3:25][C:26]1([CH3:42])[C:30]([CH3:32])([CH3:31])[O:29][B:28]([C:2]2[CH:7]=[CH:6][C:5]([C:8]3[C:13]4=[N:14][S:15](=[O:19])(=[O:18])[CH2:16][CH2:17][N:12]4[CH:11]=[CH:10][CH:9]=3)=[CH:4][CH:3]=2)[O:27]1.